Dataset: Full USPTO retrosynthesis dataset with 1.9M reactions from patents (1976-2016). Task: Predict the reactants needed to synthesize the given product. (1) Given the product [P:9]([OH:13])([OH:12])([OH:11])=[O:10].[C:1]1(=[O:8])[NH:7][CH2:6][CH2:5][CH2:4][CH2:3][CH2:2]1, predict the reactants needed to synthesize it. The reactants are: [C:1]1(=[O:8])[NH:7][CH2:6][CH2:5][CH2:4][CH2:3][CH2:2]1.[P:9](=[O:13])([OH:12])([OH:11])[OH:10]. (2) Given the product [CH3:11][C:9]1[CH:10]=[C:2]([O:32][CH2:31][C:28]2[CH:29]=[CH:30][N:25]=[CH:26][CH:27]=2)[CH:3]=[C:4]2[C:8]=1[C:7](=[O:12])[N:6]([CH2:13][C:14]1[CH:19]=[CH:18][C:17]([O:20][C:21]([F:22])([F:24])[F:23])=[CH:16][CH:15]=1)[CH2:5]2, predict the reactants needed to synthesize it. The reactants are: I[C:2]1[CH:3]=[C:4]2[C:8](=[C:9]([CH3:11])[CH:10]=1)[C:7](=[O:12])[N:6]([CH2:13][C:14]1[CH:19]=[CH:18][C:17]([O:20][C:21]([F:24])([F:23])[F:22])=[CH:16][CH:15]=1)[CH2:5]2.[N:25]1[CH:30]=[CH:29][C:28]([CH2:31][OH:32])=[CH:27][CH:26]=1.C(=O)([O-])[O-].[Cs+].[Cs+].N1C2C(=CC=C3C=2N=CC=C3)C=CC=1. (3) Given the product [C:1]([OH:8])(=[O:7])[CH2:2][CH2:3][C:4]([OH:6])=[O:5].[CH2:9]([C@@H:16]1[N:21]([CH3:38])[CH2:20][CH2:19][N:18]([C:22]2[C:31]3[CH:30]=[C:29]([CH3:32])[S:28][C:27]=3[C:26](=[O:33])[C:25]3[CH:34]=[CH:35][CH:36]=[CH:37][C:24]=3[N:23]=2)[CH2:17]1)[C:10]1[CH:11]=[CH:12][CH:13]=[CH:14][CH:15]=1, predict the reactants needed to synthesize it. The reactants are: [C:1]([OH:8])(=[O:7])[CH2:2][CH2:3][C:4]([OH:6])=[O:5].[CH2:9]([C@@H:16]1[NH:21][CH2:20][CH2:19][N:18]([C:22]2[C:31]3[CH:30]=[C:29]([CH3:32])[S:28][C:27]=3[C:26](=[O:33])[C:25]3[CH:34]=[CH:35][CH:36]=[CH:37][C:24]=3[N:23]=2)[CH2:17]1)[C:10]1[CH:15]=[CH:14][CH:13]=[CH:12][CH:11]=1.[C:38](O[BH-](OC(=O)C)OC(=O)C)(=O)C.[Na+]. (4) Given the product [CH3:24][C:25]1[CH:32]=[CH:31][C:28]([CH2:29][N:11]2[C:12]3[C:17](=[CH:16][CH:15]=[CH:14][CH:13]=3)[C:9]([O:8][CH2:7][C:1]3[CH:2]=[CH:3][CH:4]=[CH:5][CH:6]=3)=[C:10]2[N:39]([C:35]2[CH:34]=[N:33][CH:38]=[CH:37][CH:36]=2)[CH:44]=[O:45])=[CH:27][CH:26]=1, predict the reactants needed to synthesize it. The reactants are: [C:1]1([CH2:7][O:8][C:9]2[C:17]3[C:12](=[CH:13][CH:14]=[CH:15][CH:16]=3)[NH:11][C:10]=2C(OC)=O)[CH:6]=[CH:5][CH:4]=[CH:3][CH:2]=1.[H-].[Na+].[CH3:24][C:25]1[CH:32]=[CH:31][C:28]([CH2:29]Br)=[CH:27][CH:26]=1.[N:33]1[CH:38]=[CH:37][CH:36]=[C:35]([NH-:39])[CH:34]=1.[Li+].CN([CH:44]=[O:45])C. (5) The reactants are: [Si]([O:8][C@H:9]([C:48]1[CH:49]=[CH:50][C:51]([OH:57])=[C:52]([NH:54][CH:55]=[O:56])[CH:53]=1)[CH2:10][NH:11][CH2:12][CH2:13][C:14]1[CH:19]=[CH:18][C:17]([O:20][CH2:21][CH2:22][CH2:23][CH2:24][C:25]2[CH:30]=[CH:29][C:28]([OH:31])=[C:27]([C@@H:32]([C:42]3[CH:47]=[CH:46][CH:45]=[CH:44][CH:43]=3)[CH2:33][CH2:34][N:35]([CH:39]([CH3:41])[CH3:40])[CH:36]([CH3:38])[CH3:37])[CH:26]=2)=[CH:16][CH:15]=1)(C(C)(C)C)(C)C.CCN(CC)CC.F.F.F.N. Given the product [NH3:11].[CH:39]([N:35]([CH:36]([CH3:38])[CH3:37])[CH2:34][CH2:33][C@@H:32]([C:27]1[CH:26]=[C:25]([CH2:24][CH2:23][CH2:22][CH2:21][O:20][C:17]2[CH:16]=[CH:15][C:14]([CH2:13][CH2:12][NH:11][CH2:10][C@@H:9]([C:48]3[CH:49]=[CH:50][C:51]([OH:57])=[C:52]([NH:54][CH:55]=[O:56])[CH:53]=3)[OH:8])=[CH:19][CH:18]=2)[CH:30]=[CH:29][C:28]=1[OH:31])[C:42]1[CH:43]=[CH:44][CH:45]=[CH:46][CH:47]=1)([CH3:41])[CH3:40], predict the reactants needed to synthesize it. (6) Given the product [F:9][C:10]1[CH:18]=[CH:17][C:16]([C:19]2[N:20]=[C:21]([CH:31]([CH3:33])[CH3:32])[NH:22][C:23]=2[C:24]2[CH:29]=[CH:28][CH:27]=[C:26]([CH3:30])[N:25]=2)=[CH:15][C:11]=1[C:12]1[N:4]=[CH:6][NH:35][N:14]=1, predict the reactants needed to synthesize it. The reactants are: COC(OC)[N:4]([CH3:6])C.[F:9][C:10]1[CH:18]=[CH:17][C:16]([C:19]2[N:20]=[C:21]([CH:31]([CH3:33])[CH3:32])[NH:22][C:23]=2[C:24]2[CH:29]=[CH:28][CH:27]=[C:26]([CH3:30])[N:25]=2)=[CH:15][C:11]=1[C:12]([NH2:14])=O.O.[NH2:35]N. (7) Given the product [C:3]([C:5]1([C:6]2[C:16]([F:17])=[CH:15][C:9]([C:10]([OH:12])=[O:11])=[C:8]([F:18])[C:7]=2[CH3:19])[CH2:22][CH2:21]1)#[N:4], predict the reactants needed to synthesize it. The reactants are: [OH-].[Na+].[C:3]([CH2:5][C:6]1[C:16]([F:17])=[CH:15][C:9]([C:10]([O:12]CC)=[O:11])=[C:8]([F:18])[C:7]=1[CH3:19])#[N:4].Br[CH2:21][CH2:22]Br.Cl.